This data is from Reaction yield outcomes from USPTO patents with 853,638 reactions. The task is: Predict the reaction yield, written as a fraction of the theoretical maximum amount of product (1.0 means a 100% yield; for example, 0.34 means a 34% yield). The reactants are [CH3:1][C:2]1([C:11]([OH:13])=[O:12])[CH2:7][C:6]([CH3:9])([CH3:8])[CH2:5][C:4](=[O:10])[CH2:3]1.[CH3:14][C:15]([CH3:21])([CH2:19]C)[CH2:16][CH2:17]O.C(N=C=NC(C)C)(C)C. The catalyst is CN(C1C=CN=CC=1)C.C(Cl)Cl. The product is [CH3:14][C:15]([CH3:21])([CH3:19])[CH2:16][CH2:17][O:12][C:11]([C:2]1([CH3:1])[CH2:7][C:6]([CH3:8])([CH3:9])[CH2:5][C:4](=[O:10])[CH2:3]1)=[O:13]. The yield is 0.550.